From a dataset of Peptide-MHC class II binding affinity with 134,281 pairs from IEDB. Regression. Given a peptide amino acid sequence and an MHC pseudo amino acid sequence, predict their binding affinity value. This is MHC class II binding data. The peptide sequence is GLLQIVDKIDAAFKI. The MHC is DRB1_0404 with pseudo-sequence DRB1_0404. The binding affinity (normalized) is 0.618.